Dataset: Forward reaction prediction with 1.9M reactions from USPTO patents (1976-2016). Task: Predict the product of the given reaction. (1) The product is: [CH:22]1([C:19]2[CH:20]=[CH:21][C:16]([N:13]3[CH2:14][CH2:15][N:10]([C:8]([C:5]4[CH:6]=[CH:7][C:2]([N:28]5[C@H:27]([CH3:26])[CH2:31][O:30][C:29]5=[O:32])=[CH:3][C:4]=4[F:25])=[O:9])[CH2:11][CH2:12]3)=[N:17][CH:18]=2)[CH2:24][CH2:23]1. Given the reactants Br[C:2]1[CH:7]=[CH:6][C:5]([C:8]([N:10]2[CH2:15][CH2:14][N:13]([C:16]3[CH:21]=[CH:20][C:19]([CH:22]4[CH2:24][CH2:23]4)=[CH:18][N:17]=3)[CH2:12][CH2:11]2)=[O:9])=[C:4]([F:25])[CH:3]=1.[CH3:26][C@@H:27]1[CH2:31][O:30][C:29](=[O:32])[NH:28]1, predict the reaction product. (2) Given the reactants [CH3:1][O:2][C:3]1[CH:4]=[C:5]([N:32]2[CH2:37][CH2:36][N:35](C(OC(C)(C)C)=O)[CH2:34][CH2:33]2)[CH:6]=[CH:7][C:8]=1[NH:9][C:10]1[N:15]=[CH:14][C:13]2[CH:16]=[CH:17][N:18]([S:19]([C:22]3[CH:23]=[CH:24][CH:25]=[C:26]4[C:31]=3[N:30]=[CH:29][CH:28]=[CH:27]4)(=[O:21])=[O:20])[C:12]=2[CH:11]=1.C(O)(C(F)(F)F)=O, predict the reaction product. The product is: [CH3:1][O:2][C:3]1[CH:4]=[C:5]([N:32]2[CH2:33][CH2:34][NH:35][CH2:36][CH2:37]2)[CH:6]=[CH:7][C:8]=1[NH:9][C:10]1[N:15]=[CH:14][C:13]2[CH:16]=[CH:17][N:18]([S:19]([C:22]3[CH:23]=[CH:24][CH:25]=[C:26]4[C:31]=3[N:30]=[CH:29][CH:28]=[CH:27]4)(=[O:20])=[O:21])[C:12]=2[CH:11]=1. (3) Given the reactants Br[C:2]1[NH:3][CH:4]=[CH:5][N:6]=1.[CH3:7][C:8]1[CH:14]=[CH:13][C:12](B2OC(C)(C)C(C)(C)O2)=[CH:11][C:9]=1[NH2:10].C([O-])([O-])=O.[K+].[K+], predict the reaction product. The product is: [NH:6]1[CH:5]=[CH:4][N:3]=[C:2]1[C:12]1[CH:13]=[CH:14][C:8]([CH3:7])=[C:9]([CH:11]=1)[NH2:10]. (4) Given the reactants [CH3:1][O:2][C:3](=[O:21])[C:4]1[CH:9]=[CH:8][C:7]([C:10]2[CH:15]=[CH:14][C:13]([C:16]([F:19])([F:18])[F:17])=[CH:12][CH:11]=2)=[N:6][C:5]=1[CH3:20].[Br:22]N1C(=O)CCC1=O.C(OOC(=O)C1C=CC=CC=1)(=O)C1C=CC=CC=1, predict the reaction product. The product is: [CH3:1][O:2][C:3](=[O:21])[C:4]1[CH:9]=[CH:8][C:7]([C:10]2[CH:15]=[CH:14][C:13]([C:16]([F:17])([F:18])[F:19])=[CH:12][CH:11]=2)=[N:6][C:5]=1[CH2:20][Br:22]. (5) Given the reactants [CH3:1][S:2]([CH2:5]P(=O)(OCC)OCC)(=[O:4])=[O:3].[Li+].[Cl-].C1CCN2C(=NCCC2)CC1.[Cl:27][C:28]1[CH:33]=[CH:32][C:31]([C:34]([N:41]2[C:49]3[C:44](=[C:45]([CH:50]=O)[CH:46]=[CH:47][CH:48]=3)[CH:43]=[CH:42]2)([CH2:39][CH3:40])[C:35]([O:37][CH3:38])=[O:36])=[CH:30][CH:29]=1, predict the reaction product. The product is: [Cl:27][C:28]1[CH:33]=[CH:32][C:31]([C:34]([N:41]2[C:49]3[C:44](=[C:45](/[CH:50]=[CH:5]/[S:2]([CH3:1])(=[O:3])=[O:4])[CH:46]=[CH:47][CH:48]=3)[CH:43]=[CH:42]2)([CH2:39][CH3:40])[C:35]([O:37][CH3:38])=[O:36])=[CH:30][CH:29]=1. (6) Given the reactants Cl[C:2]1[CH:7]=[N:6][CH:5]=[C:4]([Cl:8])[N:3]=1.[CH:9]1([NH2:13])[CH2:12][CH2:11][CH2:10]1.C(=O)([O-])[O-].[K+].[K+].O, predict the reaction product. The product is: [Cl:8][C:4]1[N:3]=[C:2]([NH:13][CH:9]2[CH2:12][CH2:11][CH2:10]2)[CH:7]=[N:6][CH:5]=1. (7) Given the reactants Cl[C:2]1[N:7]=[N:6][C:5]([Cl:8])=[C:4]2[NH:9][CH:10]=[N:11][C:3]=12.C(N(CC)CC)C.[F:19][C:20]([F:34])([F:33])[C:21]1[CH:22]=[CH:23][C:24]([N:27]2[CH2:32][CH2:31][NH:30][CH2:29][CH2:28]2)=[N:25][CH:26]=1, predict the reaction product. The product is: [Cl:8][C:5]1[N:6]=[N:7][C:2]([N:30]2[CH2:31][CH2:32][N:27]([C:24]3[CH:23]=[CH:22][C:21]([C:20]([F:34])([F:19])[F:33])=[CH:26][N:25]=3)[CH2:28][CH2:29]2)=[C:3]2[N:11]=[CH:10][NH:9][C:4]=12.